From a dataset of Peptide-MHC class I binding affinity with 185,985 pairs from IEDB/IMGT. Regression. Given a peptide amino acid sequence and an MHC pseudo amino acid sequence, predict their binding affinity value. This is MHC class I binding data. (1) The binding affinity (normalized) is 0.0847. The MHC is HLA-C03:03 with pseudo-sequence HLA-C03:03. The peptide sequence is KVDDTFYYV. (2) The binding affinity (normalized) is 0.0847. The peptide sequence is RPRGHREFC. The MHC is HLA-A11:01 with pseudo-sequence HLA-A11:01. (3) The peptide sequence is NLGNLNVSI. The MHC is Patr-A0701 with pseudo-sequence Patr-A0701. The binding affinity (normalized) is 0. (4) The binding affinity (normalized) is 0.513. The MHC is H-2-Kb with pseudo-sequence H-2-Kb. The peptide sequence is MVLNGANL. (5) The peptide sequence is ISQAVHAAHAEINE. The MHC is H-2-Kb with pseudo-sequence H-2-Kb. The binding affinity (normalized) is 0.0735. (6) The MHC is HLA-A02:01 with pseudo-sequence HLA-A02:01. The binding affinity (normalized) is 0. The peptide sequence is NIRQAGVQY. (7) The MHC is HLA-A68:02 with pseudo-sequence HLA-A68:02. The binding affinity (normalized) is 0.185. The peptide sequence is LLYTHINAL. (8) The binding affinity (normalized) is 0.0847. The MHC is HLA-B07:02 with pseudo-sequence HLA-B07:02. The peptide sequence is KFKRKLMYV. (9) The peptide sequence is QLSLKMLSL. The MHC is HLA-A02:16 with pseudo-sequence HLA-A02:16. The binding affinity (normalized) is 0.0847. (10) The peptide sequence is NMDWRSLTQV. The MHC is HLA-A02:01 with pseudo-sequence HLA-A02:01. The binding affinity (normalized) is 0.868.